Dataset: Peptide-MHC class II binding affinity with 134,281 pairs from IEDB. Task: Regression. Given a peptide amino acid sequence and an MHC pseudo amino acid sequence, predict their binding affinity value. This is MHC class II binding data. (1) The peptide sequence is SGVAATESAYLAYRN. The MHC is HLA-DQA10102-DQB10502 with pseudo-sequence HLA-DQA10102-DQB10502. The binding affinity (normalized) is 0.260. (2) The peptide sequence is VNGTWMIHTLEALDY. The MHC is HLA-DQA10501-DQB10402 with pseudo-sequence HLA-DQA10501-DQB10402. The binding affinity (normalized) is 0.642. (3) The peptide sequence is MSYNLLGFLQRSSNF. The MHC is DRB1_0405 with pseudo-sequence DRB1_0405. The binding affinity (normalized) is 0.384. (4) The peptide sequence is THIFAEVLKDAIKDL. The MHC is HLA-DPA10301-DPB10402 with pseudo-sequence HLA-DPA10301-DPB10402. The binding affinity (normalized) is 0.374. (5) The peptide sequence is GSMAKKGDEQKLRSA. The MHC is DRB1_1201 with pseudo-sequence DRB1_1201. The binding affinity (normalized) is 0.206. (6) The peptide sequence is RIDTPDKLTGPFTVR. The MHC is DRB3_0101 with pseudo-sequence DRB3_0101. The binding affinity (normalized) is 0.310.